From a dataset of Reaction yield outcomes from USPTO patents with 853,638 reactions. Predict the reaction yield, written as a fraction of the theoretical maximum amount of product (1.0 means a 100% yield; for example, 0.34 means a 34% yield). (1) The reactants are [Cl:1][C:2]1[CH:17]=[CH:16][C:5]([O:6][C:7]2[CH:15]=[CH:14][C:10]([C:11](Cl)=[O:12])=[CH:9][CH:8]=2)=[C:4]([N+:18]([O-:20])=[O:19])[CH:3]=1.[CH3:21][NH2:22]. The product is [Cl:1][C:2]1[CH:17]=[CH:16][C:5]([O:6][C:7]2[CH:15]=[CH:14][C:10]([C:11]([NH:22][CH3:21])=[O:12])=[CH:9][CH:8]=2)=[C:4]([N+:18]([O-:20])=[O:19])[CH:3]=1. The yield is 0.500. The catalyst is C1COCC1. (2) The reactants are [N+:1]([C:4]1[N:5]=[N:6][NH:7][CH:8]=1)([O-:3])=[O:2].[H-].[Na+].Cl[CH2:12][O:13][CH2:14][CH2:15][Si:16]([CH3:19])([CH3:18])[CH3:17]. The catalyst is C1COCC1. The yield is 0.560. The product is [N+:1]([C:4]1[CH:8]=[N:7][N:6]([CH2:12][O:13][CH2:14][CH2:15][Si:16]([CH3:19])([CH3:18])[CH3:17])[N:5]=1)([O-:3])=[O:2]. (3) The catalyst is CN(C=O)C. The product is [CH2:15]([O:12][C:3]1[CH:4]=[C:5]([N+:9]([O-:11])=[O:10])[C:6]([Cl:8])=[CH:7][C:2]=1[NH2:1])[CH:14]=[CH2:13]. The yield is 0.900. The reactants are [NH2:1][C:2]1[CH:7]=[C:6]([Cl:8])[C:5]([N+:9]([O-:11])=[O:10])=[CH:4][C:3]=1[OH:12].[CH2:13](Br)[CH:14]=[CH2:15].C([O-])([O-])=O.[K+].[K+]. (4) The reactants are [NH:1]1[C:5]2[CH:6]=[CH:7][C:8]([C:10]([OH:12])=O)=[CH:9][C:4]=2[N:3]=[CH:2]1.[CH3:13][O:14][C:15]1[CH:28]=[CH:27][C:18]2[C@H:19]3[C@H:24]([CH2:25][CH2:26][C:17]=2[CH:16]=1)[NH:23][CH2:22][CH2:21][CH2:20]3. The product is [NH:1]1[C:5]2[CH:6]=[CH:7][C:8]([C:10]([N:23]3[C@@H:24]4[C@H:19]([C:18]5[CH:27]=[CH:28][C:15]([O:14][CH3:13])=[CH:16][C:17]=5[CH2:26][CH2:25]4)[CH2:20][CH2:21][CH2:22]3)=[O:12])=[CH:9][C:4]=2[N:3]=[CH:2]1. No catalyst specified. The yield is 0.710. (5) The reactants are [OH:1][C:2]1[CH:3]=[C:4]([CH2:9][C:10]#[N:11])[CH:5]=[CH:6][C:7]=1[CH3:8].C([O-])([O-])=O.[K+].[K+].Br[CH2:19][CH2:20][CH2:21][CH3:22]. The catalyst is CC(C)=O. The product is [CH2:19]([O:1][C:2]1[CH:3]=[C:4]([CH2:9][C:10]#[N:11])[CH:5]=[CH:6][C:7]=1[CH3:8])[CH2:20][CH2:21][CH3:22]. The yield is 0.610. (6) The reactants are [H-].[H-].[H-].[H-].[Li+].[Al+3].[C:7]1([C:13]([C:23]2[CH:28]=[CH:27][CH:26]=[CH:25][CH:24]=2)([C:17]2[CH:22]=[CH:21][CH:20]=[CH:19][CH:18]=2)[C:14](O)=[O:15])[CH:12]=[CH:11][CH:10]=[CH:9][CH:8]=1. The catalyst is C1COCC1. The product is [C:23]1([C:13]([C:7]2[CH:8]=[CH:9][CH:10]=[CH:11][CH:12]=2)([C:17]2[CH:18]=[CH:19][CH:20]=[CH:21][CH:22]=2)[CH2:14][OH:15])[CH:24]=[CH:25][CH:26]=[CH:27][CH:28]=1. The yield is 0.480. (7) The reactants are [CH:1]([C:3]1[C:8]2[C:9](=[O:14])[C:10]([CH3:13])([CH3:12])[O:11][C:7]=2[C:6]([CH3:15])=[C:5]([CH3:16])[C:4]=1[N:17]1[CH2:22][CH2:21][N:20]([C:23]2[CH:28]=[CH:27][C:26]([O:29][CH3:30])=[CH:25][CH:24]=2)[CH2:19][CH2:18]1)=[CH2:2]. The catalyst is [C].[Pd].C(O)C. The product is [CH2:1]([C:3]1[C:8]2[C:9](=[O:14])[C:10]([CH3:13])([CH3:12])[O:11][C:7]=2[C:6]([CH3:15])=[C:5]([CH3:16])[C:4]=1[N:17]1[CH2:22][CH2:21][N:20]([C:23]2[CH:24]=[CH:25][C:26]([O:29][CH3:30])=[CH:27][CH:28]=2)[CH2:19][CH2:18]1)[CH3:2]. The yield is 0.360. (8) The reactants are [F:1][CH:2]([F:23])[C:3]1[C:12]([O:13][C@H:14]2[CH2:19][CH2:18][C@@H:17]([CH3:20])[CH2:16][CH2:15]2)=[CH:11][CH:10]=[C:9]2[C:4]=1[CH:5]=[CH:6][C:7]([CH:21]=O)=[CH:8]2.C[O:25][C:26]([CH:28]1[CH2:33][CH2:32][NH:31][CH2:30][CH2:29]1)=[O:27].C(O[BH-](OC(=O)C)OC(=O)C)(=O)C.[Na+].C(O)(=O)C.[OH-].[Na+]. The catalyst is C1COCC1.O.CO. The product is [F:1][CH:2]([F:23])[C:3]1[C:12]([O:13][C@H:14]2[CH2:19][CH2:18][C@@H:17]([CH3:20])[CH2:16][CH2:15]2)=[CH:11][CH:10]=[C:9]2[C:4]=1[CH:5]=[CH:6][C:7]([CH2:21][N:31]1[CH2:32][CH2:33][CH:28]([C:26]([OH:25])=[O:27])[CH2:29][CH2:30]1)=[CH:8]2. The yield is 0.730. (9) The reactants are C(OC(=O)[N:7]([CH2:32][CH:33]=[CH2:34])[C@H:8]1[CH2:17][CH2:16][C:15]2[C:10](=[CH:11][CH:12]=[C:13]([N:18]([S:20]([C:23]3[CH:28]=[CH:27][C:26]([CH:29]([CH3:31])[CH3:30])=[CH:25][CH:24]=3)(=[O:22])=[O:21])[CH3:19])[CH:14]=2)[CH2:9]1)(C)(C)C.FC(F)(F)C(O)=O. The catalyst is ClCCl.C(OCC)(=O)C. The product is [CH2:32]([NH:7][C@H:8]1[CH2:17][CH2:16][C:15]2[CH:14]=[C:13]([N:18]([CH3:19])[S:20]([C:23]3[CH:28]=[CH:27][C:26]([CH:29]([CH3:30])[CH3:31])=[CH:25][CH:24]=3)(=[O:21])=[O:22])[CH:12]=[CH:11][C:10]=2[CH2:9]1)[CH:33]=[CH2:34]. The yield is 0.500.